From a dataset of Catalyst prediction with 721,799 reactions and 888 catalyst types from USPTO. Predict which catalyst facilitates the given reaction. Reactant: [CH2:1]([O:8][C:9](Cl)=[O:10])[C:2]1[CH:7]=[CH:6][CH:5]=[CH:4][CH:3]=1.[CH2:12]([N:19](CCC=C)[CH2:20][CH2:21][CH:22]=[CH2:23])[C:13]1C=CC=[CH:15][CH:14]=1.C(=O)([O-])O.[Na+]. Product: [CH2:12]([N:19]([CH2:20][CH2:21][CH:22]=[CH2:23])[C:9](=[O:10])[O:8][CH2:1][C:2]1[CH:7]=[CH:6][CH:5]=[CH:4][CH:3]=1)[CH2:13][CH:14]=[CH2:15]. The catalyst class is: 11.